This data is from Reaction yield outcomes from USPTO patents with 853,638 reactions. The task is: Predict the reaction yield, written as a fraction of the theoretical maximum amount of product (1.0 means a 100% yield; for example, 0.34 means a 34% yield). (1) The reactants are [OH-].[Na+].[S:3]1[C:7]2[CH:8]=[C:9]([CH2:12][C:13]#[N:14])[CH:10]=[CH:11][C:6]=2[N:5]=[CH:4]1.Br[CH2:16][CH2:17]Cl. The catalyst is [Cl-].C([N+](CC)(CC)CC)C1C=CC=CC=1.O. The product is [S:3]1[C:7]2[CH:8]=[C:9]([C:12]3([C:13]#[N:14])[CH2:17][CH2:16]3)[CH:10]=[CH:11][C:6]=2[N:5]=[CH:4]1. The yield is 0.240. (2) The reactants are C([SiH](CC)CC)C.[CH2:8]([O:10][C:11]([C:13]1[NH:14][CH:15]=[C:16]([C:18](=O)[CH2:19][C:20]2[CH:25]=[CH:24][CH:23]=[CH:22][C:21]=2[Br:26])[CH:17]=1)=[O:12])[CH3:9]. The catalyst is FC(F)(F)C(O)=O. The product is [CH2:8]([O:10][C:11]([C:13]1[NH:14][CH:15]=[C:16]([CH2:18][CH2:19][C:20]2[CH:25]=[CH:24][CH:23]=[CH:22][C:21]=2[Br:26])[CH:17]=1)=[O:12])[CH3:9]. The yield is 0.573. (3) The reactants are [CH3:1][C@H:2]1[C:10]2[C:9](O)=[N:8][CH:7]=[N:6][C:5]=2[CH2:4][CH2:3]1.O=P(Cl)(Cl)[Cl:14]. No catalyst specified. The product is [Cl:14][C:9]1[C:10]2[C@H:2]([CH3:1])[CH2:3][CH2:4][C:5]=2[N:6]=[CH:7][N:8]=1. The yield is 0.490. (4) The reactants are [CH3:1][C:2]1[CH:7]=[CH:6][C:5]([S:8]([O:11][CH2:12][C:13]2([CH3:24])[CH2:17][C:16]3[CH:18]=[C:19]([Cl:23])[CH:20]=[C:21]([OH:22])[C:15]=3[O:14]2)(=[O:10])=[O:9])=[CH:4][CH:3]=1.[F:25][C:26]([F:39])([F:38])[S:27](O[S:27]([C:26]([F:39])([F:38])[F:25])(=[O:29])=[O:28])(=[O:29])=[O:28].C(N(C(C)C)CC)(C)C.CC1C=CC(S(OCC2CC3C=CC(C4C=CC=CC=4)=CC=3O2)(=O)=O)=CC=1. No catalyst specified. The product is [CH3:1][C:2]1[CH:7]=[CH:6][C:5]([S:8]([O:11][CH2:12][C:13]2([CH3:24])[CH2:17][C:16]3[CH:18]=[C:19]([Cl:23])[CH:20]=[C:21]([O:22][S:27]([C:26]([F:39])([F:38])[F:25])(=[O:29])=[O:28])[C:15]=3[O:14]2)(=[O:9])=[O:10])=[CH:4][CH:3]=1. The yield is 0.820. (5) The catalyst is O. The product is [Br:5][C:6]1[S:10][C:9]2=[N:11][C:12]([C:14]([N:17]=[N+:18]=[N-:19])=[O:16])=[CH:13][N:8]2[CH:7]=1. The reactants are S(Cl)(Cl)=O.[Br:5][C:6]1[S:10][C:9]2=[N:11][C:12]([C:14]([OH:16])=O)=[CH:13][N:8]2[CH:7]=1.[N-:17]=[N+:18]=[N-:19].[Na+]. The yield is 0.800.